Dataset: Full USPTO retrosynthesis dataset with 1.9M reactions from patents (1976-2016). Task: Predict the reactants needed to synthesize the given product. Given the product [CH2:1]([N:3]1[CH:7]=[CH:6][N:5]=[C:4]1[CH:8]1[C:28](=[O:29])[C:19]2[C:23]([C:22]([O:21][CH3:20])=[O:27])=[CH:24][CH:25]=[CH:26][C:18]=2[NH:17][CH:10]1[C:11]1[CH:16]=[CH:15][CH:14]=[CH:13][CH:12]=1)[CH3:2], predict the reactants needed to synthesize it. The reactants are: [CH2:1]([N:3]1[CH:7]=[CH:6][N:5]=[C:4]1[CH:8]=O)[CH3:2].[CH:10](=[N:17]/[C:18]1[CH:26]=[CH:25][CH:24]=[C:23]2[C:19]=1[CH2:20][O:21][C:22]2=[O:27])\[C:11]1[CH:16]=[CH:15][CH:14]=[CH:13][CH:12]=1.[CH3:28][O-:29].[Na+].C(OCC)(=O)CC.